This data is from Full USPTO retrosynthesis dataset with 1.9M reactions from patents (1976-2016). The task is: Predict the reactants needed to synthesize the given product. (1) Given the product [CH2:19]([O:7][C:6](=[O:8])[C:5]1[CH:9]=[CH:10][C:2]([Br:1])=[C:3]([O:12][CH3:13])[C:4]=1[I:11])[CH3:20], predict the reactants needed to synthesize it. The reactants are: [Br:1][C:2]1[CH:10]=[CH:9][C:5]([C:6]([OH:8])=[O:7])=[C:4]([I:11])[C:3]=1[O:12][CH3:13].OS(O)(=O)=O.[CH3:19][CH2:20]O. (2) Given the product [C:4]([C:3]1[CH:6]=[CH:7][C:8]([C:10]([F:11])([F:12])[F:13])=[CH:9][C:2]=1[NH:1][S:14]([NH2:15])(=[O:17])=[O:16])#[N:5], predict the reactants needed to synthesize it. The reactants are: [NH2:1][C:2]1[CH:9]=[C:8]([C:10]([F:13])([F:12])[F:11])[CH:7]=[CH:6][C:3]=1[C:4]#[N:5].[S:14](Cl)(=[O:17])(=[O:16])[NH2:15]. (3) Given the product [C:29]1([CH2:28][C:27]([N:23]2[C:24]3[C:20](=[CH:19][C:18]([C:15]4[C:14]5[C:9]([NH2:8])=[N:10][CH:11]=[C:12]([CH:36]6[CH2:41][CH2:40][NH:39][CH2:38][CH2:37]6)[C:13]=5[S:17][CH:16]=4)=[CH:26][CH:25]=3)[CH2:21][CH2:22]2)=[O:35])[CH:34]=[CH:33][CH:32]=[CH:31][CH:30]=1, predict the reactants needed to synthesize it. The reactants are: C(O)(C(F)(F)F)=O.[NH2:8][C:9]1[C:14]2[C:15]([C:18]3[CH:19]=[C:20]4[C:24](=[CH:25][CH:26]=3)[N:23]([C:27](=[O:35])[CH2:28][C:29]3[CH:34]=[CH:33][CH:32]=[CH:31][CH:30]=3)[CH2:22][CH2:21]4)=[CH:16][S:17][C:13]=2[C:12]([CH:36]2[CH2:41][CH2:40][N:39](C(OC(C)(C)C)=O)[CH2:38][CH2:37]2)=[CH:11][N:10]=1. (4) Given the product [Br:10][C:7]1[N:8]=[CH:9][C:4]([C:1](=[O:3])/[CH:2]=[CH:13]/[N:14]([CH3:16])[CH3:15])=[CH:5][CH:6]=1, predict the reactants needed to synthesize it. The reactants are: [C:1]([C:4]1[CH:5]=[CH:6][C:7]([Br:10])=[N:8][CH:9]=1)(=[O:3])[CH3:2].CO[CH:13](OC)[N:14]([CH3:16])[CH3:15]. (5) Given the product [Cl:1][C:2]1[CH:3]=[C:4]([NH:10][C:11]2[CH:16]=[C:15]([C:17]3[CH:22]=[CH:21][CH:20]=[CH:19][CH:18]=3)[N:14]=[C:13]([OH:27])[N:12]=2)[CH:5]=[CH:6][C:7]=1[OH:8], predict the reactants needed to synthesize it. The reactants are: [Cl:1][C:2]1[CH:3]=[C:4]([NH:10][C:11]2[CH:16]=[C:15]([C:17]3[CH:22]=[CH:21][CH:20]=[CH:19][CH:18]=3)[N:14]=[C:13](SCC)[N:12]=2)[CH:5]=[CH:6][C:7]=1[O:8]C.Br.[OH2:27]. (6) Given the product [CH3:27][CH:26]([CH3:28])[CH2:25][CH2:24][N:2]1[CH2:7][CH2:6][CH2:5][CH:4]([C:8]2[CH:9]=[CH:10][C:11]([O:12][C:13]3[CH:21]=[CH:20][C:16]([C:17]([NH2:19])=[O:18])=[CH:15][N:14]=3)=[CH:22][CH:23]=2)[CH2:3]1, predict the reactants needed to synthesize it. The reactants are: Cl.[NH:2]1[CH2:7][CH2:6][CH2:5][CH:4]([C:8]2[CH:23]=[CH:22][C:11]([O:12][C:13]3[CH:21]=[CH:20][C:16]([C:17]([NH2:19])=[O:18])=[CH:15][N:14]=3)=[CH:10][CH:9]=2)[CH2:3]1.[CH:24](=O)[CH2:25][CH:26]([CH3:28])[CH3:27].[BH4-].[Na+]. (7) Given the product [F:1][C:2]1[CH:3]=[N:4][C:5]2[C:10]([C:11]=1[CH2:12][CH2:13][N:14]1[CH2:20][C@H:19]3[C@H:16]([CH2:17][C@@H:18]3[NH2:21])[CH2:15]1)=[N:9][C:8]([O:32][CH3:33])=[CH:7][CH:6]=2, predict the reactants needed to synthesize it. The reactants are: [F:1][C:2]1[CH:3]=[N:4][C:5]2[C:10]([C:11]=1[CH2:12][CH2:13][N:14]1[CH2:20][C@H:19]3[C@H:16]([CH2:17][C@@H:18]3[N:21]3C(=O)C4C(=CC=CC=4)C3=O)[CH2:15]1)=[N:9][C:8]([O:32][CH3:33])=[CH:7][CH:6]=2.NN. (8) Given the product [C:1]([O:5][C:6]([N:8]1[C:13]2[CH:14]=[C:15]([Cl:19])[C:16]([Br:18])=[CH:17][C:12]=2[O:11][CH:10]([C:20]([N:32]2[CH2:33][CH2:34][C:29]([C:35]#[N:36])([CH2:28][C:27]3[CH:26]=[CH:25][C:24]([F:23])=[CH:38][CH:37]=3)[CH2:30][CH2:31]2)=[O:21])[CH2:9]1)=[O:7])([CH3:3])([CH3:2])[CH3:4], predict the reactants needed to synthesize it. The reactants are: [C:1]([O:5][C:6]([N:8]1[C:13]2[CH:14]=[C:15]([Cl:19])[C:16]([Br:18])=[CH:17][C:12]=2[O:11][CH:10]([C:20](O)=[O:21])[CH2:9]1)=[O:7])([CH3:4])([CH3:3])[CH3:2].[F:23][C:24]1[CH:38]=[CH:37][C:27]([CH2:28][C:29]2([C:35]#[N:36])[CH2:34][CH2:33][NH:32][CH2:31][CH2:30]2)=[CH:26][CH:25]=1.CCN=C=NCCCN(C)C.C1C=CC2N(O)N=NC=2C=1.CCN(C(C)C)C(C)C. (9) The reactants are: Br[C:2]1[CH:7]=[CH:6][C:5]([O:8][C:9]([F:12])([F:11])[F:10])=[CH:4][CH:3]=1.[O:13]1[C:17]2([CH2:22][CH2:21][NH:20][CH2:19][CH2:18]2)[O:16][CH2:15][CH2:14]1.CC(C)([O-])C.[Na+].C(OCC)(=O)C. Given the product [F:10][C:9]([F:12])([F:11])[O:8][C:5]1[CH:6]=[CH:7][C:2]([N:20]2[CH2:21][CH2:22][C:17]3([O:16][CH2:15][CH2:14][O:13]3)[CH2:18][CH2:19]2)=[CH:3][CH:4]=1, predict the reactants needed to synthesize it.